Dataset: Reaction yield outcomes from USPTO patents with 853,638 reactions. Task: Predict the reaction yield, written as a fraction of the theoretical maximum amount of product (1.0 means a 100% yield; for example, 0.34 means a 34% yield). (1) The reactants are [F:1][C:2]1[CH:3]=[C:4]([S:15](Cl)(=[O:17])=[O:16])[CH:5]=[CH:6][C:7]=1[NH:8][C:9](=[O:14])[C:10]([F:13])([F:12])[F:11].[NH2:19][C:20]1[S:21][CH:22]=[CH:23][N:24]=1. The product is [F:11][C:10]([F:13])([F:12])[C:9]([NH:8][C:7]1[CH:6]=[CH:5][C:4]([S:15](=[O:17])(=[O:16])[NH:19][C:20]2[S:21][CH:22]=[CH:23][N:24]=2)=[CH:3][C:2]=1[F:1])=[O:14]. The yield is 0.540. The catalyst is N1C=CC=CC=1. (2) The reactants are C([O:4][CH2:5][CH2:6][CH2:7][CH2:8][O:9][C:10]1[CH:19]=[C:18]2[C:13]([C:14]([NH:20][C:21]3[CH:22]=[N:23][C:24]([NH:27][C:28](=[O:36])[C:29]4[CH:34]=[CH:33][CH:32]=[C:31]([Cl:35])[CH:30]=4)=[CH:25][CH:26]=3)=[N:15][CH:16]=[N:17]2)=[CH:12][C:11]=1[O:37][CH3:38])(=O)C.[OH-].[Na+]. The catalyst is CO.O. The product is [Cl:35][C:31]1[CH:30]=[C:29]([CH:34]=[CH:33][CH:32]=1)[C:28]([NH:27][C:24]1[CH:25]=[CH:26][C:21]([NH:20][C:14]2[C:13]3[C:18](=[CH:19][C:10]([O:9][CH2:8][CH2:7][CH2:6][CH2:5][OH:4])=[C:11]([O:37][CH3:38])[CH:12]=3)[N:17]=[CH:16][N:15]=2)=[CH:22][N:23]=1)=[O:36]. The yield is 0.720. (3) The reactants are Cl.[F:2][C:3]1[N:11]2[C:6]([C:7](=[O:21])[N:8]([CH2:17][CH:18]([CH3:20])[CH3:19])[C:9]([C@@H:12]3[CH2:16][CH2:15][CH2:14][NH:13]3)=[N:10]2)=[CH:5][CH:4]=1.Cl[C:23]1[C:24]2[C:31]([C:32]#[N:33])=[CH:30][NH:29][C:25]=2[N:26]=[CH:27][N:28]=1. The catalyst is CCCCO. The product is [F:2][C:3]1[N:11]2[C:6]([C:7](=[O:21])[N:8]([CH2:17][CH:18]([CH3:19])[CH3:20])[C:9]([C@@H:12]3[CH2:16][CH2:15][CH2:14][N:13]3[C:23]3[C:24]4[C:31]([C:32]#[N:33])=[CH:30][NH:29][C:25]=4[N:26]=[CH:27][N:28]=3)=[N:10]2)=[CH:5][CH:4]=1. The yield is 0.310.